The task is: Predict which catalyst facilitates the given reaction.. This data is from Catalyst prediction with 721,799 reactions and 888 catalyst types from USPTO. Reactant: [N+:1]([C:4]1[CH:5]=[CH:6][C:7]([O:10][C:11]2[CH:12]=[C:13]3[C:17](=[CH:18][CH:19]=2)[N:16]([CH3:20])[N:15]=[CH:14]3)=[N:8][CH:9]=1)([O-])=O.C(OCC)(=O)C. Product: [NH2:1][C:4]1[CH:5]=[CH:6][C:7]([O:10][C:11]2[CH:12]=[C:13]3[C:17](=[CH:18][CH:19]=2)[N:16]([CH3:20])[N:15]=[CH:14]3)=[N:8][CH:9]=1. The catalyst class is: 603.